Dataset: Full USPTO retrosynthesis dataset with 1.9M reactions from patents (1976-2016). Task: Predict the reactants needed to synthesize the given product. (1) Given the product [ClH:21].[ClH:21].[Cl:22][C:17]1[N:16]=[C:15]([NH:14][CH:11]2[CH2:10][CH2:9][NH:8][CH2:13][CH2:12]2)[CH:20]=[C:19]([Cl:21])[N:18]=1, predict the reactants needed to synthesize it. The reactants are: C(OC([N:8]1[CH2:13][CH2:12][CH:11]([NH:14][C:15]2[CH:20]=[C:19]([Cl:21])[N:18]=[C:17]([Cl:22])[N:16]=2)[CH2:10][CH2:9]1)=O)(C)(C)C. (2) The reactants are: [CH:1]([O:3][CH2:4][CH2:5]Cl)=[CH2:2].[C:7]1(=[O:17])[NH:11][C:10](=[O:12])[C:9]2=[CH:13][CH:14]=[CH:15][CH:16]=[C:8]12.[K].O.NN. Given the product [CH:1]([O:3][CH2:4][CH2:5][C:16]1[CH:15]=[CH:14][CH:13]=[C:9]2[C:10]([NH:11][C:7](=[O:17])[C:8]=12)=[O:12])=[CH2:2], predict the reactants needed to synthesize it. (3) Given the product [CH3:35][S:36]([O:1][CH2:2][CH2:3][O:4][C:5]1[C:10]([CH3:11])=[CH:9][C:8]([C:12]2[NH:21][C:20](=[O:22])[C:19]3[C:14](=[CH:15][C:16]([O:25][CH3:26])=[CH:17][C:18]=3[O:23][CH3:24])[N:13]=2)=[CH:7][C:6]=1[CH3:27])(=[O:38])=[O:37], predict the reactants needed to synthesize it. The reactants are: [OH:1][CH2:2][CH2:3][O:4][C:5]1[C:10]([CH3:11])=[CH:9][C:8]([C:12]2[NH:21][C:20](=[O:22])[C:19]3[C:14](=[CH:15][C:16]([O:25][CH3:26])=[CH:17][C:18]=3[O:23][CH3:24])[N:13]=2)=[CH:7][C:6]=1[CH3:27].CCN(CC)CC.[CH3:35][S:36](Cl)(=[O:38])=[O:37]. (4) Given the product [Cl:20][C:19]1[C:2]([Cl:1])=[CH:3][C:4]2[NH:8][C:7]([C:9]3[CH:10]=[CH:11][C:12]([C:13]([NH:25][C:26]4[C:27]([C:36]([O:38][CH3:39])=[O:37])=[CH:28][C:29]([OH:35])=[C:30]([CH:34]=4)[C:31]([OH:33])=[O:32])=[O:14])=[CH:16][CH:17]=3)=[N:6][C:5]=2[CH:18]=1, predict the reactants needed to synthesize it. The reactants are: [Cl:1][C:2]1[C:19]([Cl:20])=[CH:18][C:5]2[NH:6][C:7]([C:9]3[CH:17]=[CH:16][C:12]([C:13](O)=[O:14])=[CH:11][CH:10]=3)=[N:8][C:4]=2[CH:3]=1.O=S(Cl)Cl.[NH2:25][C:26]1[C:27]([C:36]([O:38][CH3:39])=[O:37])=[CH:28][C:29]([OH:35])=[C:30]([CH:34]=1)[C:31]([OH:33])=[O:32]. (5) Given the product [C:12]([C:2]1[CH:3]=[N:4][C:5]([C:8]([O:10][CH3:11])=[O:9])=[N:6][CH:7]=1)#[N:13], predict the reactants needed to synthesize it. The reactants are: Br[C:2]1[CH:3]=[N:4][C:5]([C:8]([O:10][CH3:11])=[O:9])=[N:6][CH:7]=1.[CH3:12][N:13](C)C=O. (6) Given the product [C:19]1([CH2:20][NH:21][C:2]2[CH:16]=[CH:15][C:5]3[C:6](=[O:14])[NH:7][C:8]4[C:13]([C:4]=3[CH:3]=2)=[CH:12][CH:11]=[CH:10][N:9]=4)[C:18]2[C:25](=[CH:27][CH:26]=[CH:31][CH:17]=2)[CH:24]=[CH:23][CH:22]=1, predict the reactants needed to synthesize it. The reactants are: Cl[C:2]1[CH:16]=[CH:15][C:5]2[C:6](=[O:14])[NH:7][C:8]3[C:13]([C:4]=2[CH:3]=1)=[CH:12][CH:11]=[CH:10][N:9]=3.[CH3:17][C:18]1[CH:25]=[CH:24][CH:23]=[CH:22][C:19]=1[CH2:20][NH2:21].[CH:26]1(P(C2CCCCC2)C2C=CC=CC=2C2C(C(C)C)=CC(C(C)C)=CC=2C(C)C)[CH2:31]CCC[CH2:27]1.CC(C)([O-])C.[Na+]. (7) Given the product [C:20]([O:19][CH2:18][CH2:17][C:14]1[CH:15]=[CH:16][C:11]([N:10]2[C:3]3=[N:4][C:5]([CH3:9])=[CH:6][C:7]([CH3:8])=[C:2]3[N:1]=[C:3]2[CH2:2][CH2:7][CH3:6])=[CH:12][CH:13]=1)(=[O:24])[CH2:21][CH2:22][CH3:23], predict the reactants needed to synthesize it. The reactants are: [NH2:1][C:2]1[C:3]([NH:10][C:11]2[CH:16]=[CH:15][C:14]([CH2:17][CH2:18][OH:19])=[CH:13][CH:12]=2)=[N:4][C:5]([CH3:9])=[CH:6][C:7]=1[CH3:8].[C:20](Cl)(=[O:24])[CH2:21][CH2:22][CH3:23]. (8) Given the product [CH3:1][O:2][CH2:3][CH:4]([NH:6][C:7]([C:9]1[CH:10]=[C:11]([C:18]2[CH:19]=[CH:20][C:21]([CH3:24])=[CH:22][CH:23]=2)[CH:12]=[C:13]([NH2:15])[CH:14]=1)=[O:8])[CH3:5], predict the reactants needed to synthesize it. The reactants are: [CH3:1][O:2][CH2:3][CH:4]([NH:6][C:7]([C:9]1[CH:10]=[C:11]([C:18]2[CH:23]=[CH:22][C:21]([CH3:24])=[CH:20][CH:19]=2)[CH:12]=[C:13]([N+:15]([O-])=O)[CH:14]=1)=[O:8])[CH3:5].Cl[Sn]Cl. (9) Given the product [C:1]([N:8]1[CH2:12][CH2:11][C@H:10]([N:13]([CH:21]2[CH2:26][CH2:25][C:24]([CH3:28])([CH3:27])[CH2:23][CH2:22]2)[C:14](=[O:20])[C:15]([CH3:19])([CH3:18])[CH2:16][O:17][S:30]([CH3:29])(=[O:32])=[O:31])[CH2:9]1)([O:3][C:4]([CH3:5])([CH3:6])[CH3:7])=[O:2], predict the reactants needed to synthesize it. The reactants are: [C:1]([N:8]1[CH2:12][CH2:11][C@H:10]([N:13]([CH:21]2[CH2:26][CH2:25][C:24]([CH3:28])([CH3:27])[CH2:23][CH2:22]2)[C:14](=[O:20])[C:15]([CH3:19])([CH3:18])[CH2:16][OH:17])[CH2:9]1)([O:3][C:4]([CH3:7])([CH3:6])[CH3:5])=[O:2].[CH3:29][S:30](Cl)(=[O:32])=[O:31].